Dataset: Reaction yield outcomes from USPTO patents with 853,638 reactions. Task: Predict the reaction yield, written as a fraction of the theoretical maximum amount of product (1.0 means a 100% yield; for example, 0.34 means a 34% yield). (1) The yield is 0.950. The product is [CH2:1]([N:8]1[CH2:9][CH2:10][O:11][CH2:12][C@H:13]1[CH3:14])[C:2]1[CH:7]=[CH:6][CH:5]=[CH:4][CH:3]=1. The catalyst is C1COCC1. The reactants are [CH2:1]([N:8]1[C@H:13]([CH3:14])[CH2:12][O:11][CH2:10][C:9]1=O)[C:2]1[CH:7]=[CH:6][CH:5]=[CH:4][CH:3]=1.[H-].[Al+3].[Li+].[H-].[H-].[H-]. (2) The reactants are [NH2:1][CH2:2][C@@H:3]1[O:7][C:6](=[O:8])[N:5]([C:9]2[CH:14]=[CH:13][C:12]([N:15]3[CH2:20][CH2:19][O:18][CH2:17][CH2:16]3)=[C:11]([F:21])[CH:10]=2)[CH2:4]1.[C:22](OC(=O)C)(=[O:24])[CH3:23].C(N(CC)CC)C. The catalyst is C(OCC)(=O)C. The product is [CH3:23][C:22]([NH:1][CH2:2][C@@H:3]1[O:7][C:6](=[O:8])[N:5]([C:9]2[CH:14]=[CH:13][C:12]([N:15]3[CH2:16][CH2:17][O:18][CH2:19][CH2:20]3)=[C:11]([F:21])[CH:10]=2)[CH2:4]1)=[O:24]. The yield is 0.880. (3) The product is [NH2:1][C:2]1[N:3]=[CH:4][C:5]([C:18]2[CH:19]=[CH:20][C:21]([CH2:22][N:23]([CH2:47][CH3:48])[CH:24]3[CH2:29][CH2:28][N:27]([C:30]([O:32][C:33]([CH3:36])([CH3:35])[CH3:34])=[O:31])[C@@H:26]([C:37]([O:39][CH:40]4[CH2:41][CH2:42][CH2:43][CH2:44]4)=[O:38])[CH2:25]3)=[CH:45][CH:46]=2)=[N:6][C:7]=1[NH:8][CH2:9][C:10]1[C:11]([Cl:17])=[CH:12][CH:13]=[CH:14][C:15]=1[Cl:16]. The yield is 0.390. The reactants are [NH2:1][C:2]1[N:3]=[CH:4][C:5]([C:18]2[CH:46]=[CH:45][C:21]([CH2:22][NH:23][CH:24]3[CH2:29][CH2:28][N:27]([C:30]([O:32][C:33]([CH3:36])([CH3:35])[CH3:34])=[O:31])[C@@H:26]([C:37]([O:39][CH:40]4[CH2:44][CH2:43][CH2:42][CH2:41]4)=[O:38])[CH2:25]3)=[CH:20][CH:19]=2)=[N:6][C:7]=1[NH:8][CH2:9][C:10]1[C:15]([Cl:16])=[CH:14][CH:13]=[CH:12][C:11]=1[Cl:17].[CH:47](=O)[CH3:48].C(O)(=O)C. The catalyst is CC#N. (4) The reactants are Br[C:2]1[S:3][C:4]([CH2:8][O:9][Si:10]([C:13]([CH3:16])([CH3:15])[CH3:14])([CH3:12])[CH3:11])=[C:5]([Br:7])[N:6]=1.C([Li])CCC.O. The catalyst is C(OCC)C. The product is [Br:7][C:5]1[N:6]=[CH:2][S:3][C:4]=1[CH2:8][O:9][Si:10]([C:13]([CH3:16])([CH3:15])[CH3:14])([CH3:11])[CH3:12]. The yield is 0.900.